Dataset: Full USPTO retrosynthesis dataset with 1.9M reactions from patents (1976-2016). Task: Predict the reactants needed to synthesize the given product. (1) The reactants are: [Cl-].[CH3:2][C:3]1[C:11]2[CH2:10][O:9][C:8](=[O:12])[C:7]=2[CH:6]=[CH:5][C:4]=1[S:13][CH:14]1[CH2:19][CH2:18][NH2+:17][CH2:16][CH2:15]1.[N:20]1([C:25]2[CH:30]=[CH:29][C:28]([CH2:31][C:32](O)=[O:33])=[CH:27][CH:26]=2)[CH:24]=[N:23][N:22]=[N:21]1. Given the product [CH3:2][C:3]1[C:11]2[CH2:10][O:9][C:8](=[O:12])[C:7]=2[CH:6]=[CH:5][C:4]=1[S:13][CH:14]1[CH2:19][CH2:18][N:17]([C:32](=[O:33])[CH2:31][C:28]2[CH:27]=[CH:26][C:25]([N:20]3[CH:24]=[N:23][N:22]=[N:21]3)=[CH:30][CH:29]=2)[CH2:16][CH2:15]1, predict the reactants needed to synthesize it. (2) Given the product [Br:6][C:7]1[C:15]2[C:11](=[CH:12][N:13]([CH2:17][C:18]3[CH:23]=[CH:22][CH:21]=[C:20]([C:24]([F:25])([F:26])[F:27])[CH:19]=3)[N:14]=2)[CH:10]=[CH:9][CH:8]=1, predict the reactants needed to synthesize it. The reactants are: CN(C=O)C.[Br:6][C:7]1[CH:8]=[CH:9][CH:10]=[C:11]2[C:15]=1[NH:14][N:13]=[CH:12]2.Br[CH2:17][C:18]1[CH:23]=[CH:22][CH:21]=[C:20]([C:24]([F:27])([F:26])[F:25])[CH:19]=1. (3) The reactants are: I[C:2]1[N:3]=[CH:4][NH:5][CH:6]=1.[S:7]1[CH:11]=[CH:10][C:9](B(O)O)=[CH:8]1.C([O-])([O-])=O.[Na+].[Na+]. Given the product [S:7]1[CH:11]=[CH:10][C:9]([C:2]2[N:3]=[CH:4][NH:5][CH:6]=2)=[CH:8]1, predict the reactants needed to synthesize it. (4) Given the product [CH2:3]([O:10][C:16]1[CH:15]=[CH:14][N:13]=[C:12]([Cl:11])[C:17]=1[C:18]([F:20])([F:21])[F:19])[C:4]1[CH:9]=[CH:8][CH:7]=[CH:6][CH:5]=1, predict the reactants needed to synthesize it. The reactants are: [H-].[Na+].[CH2:3]([OH:10])[C:4]1[CH:9]=[CH:8][CH:7]=[CH:6][CH:5]=1.[Cl:11][C:12]1[C:17]([C:18]([F:21])([F:20])[F:19])=[C:16](Cl)[CH:15]=[CH:14][N:13]=1.